From a dataset of Acute oral toxicity (LD50) regression data from Zhu et al.. Regression/Classification. Given a drug SMILES string, predict its toxicity properties. Task type varies by dataset: regression for continuous values (e.g., LD50, hERG inhibition percentage) or binary classification for toxic/non-toxic outcomes (e.g., AMES mutagenicity, cardiotoxicity, hepatotoxicity). Dataset: ld50_zhu. (1) The drug is CC(O)C1CCCCC1. The rat oral LD50 is 1.79, given as -log10 of the dose in mol/kg body weight (higher means more acutely toxic). (2) The compound is CNC(=O)c1sc(-c2cc(OC)c(OC)c(OC)c2)nc1C. The rat oral LD50 is 1.79, given as -log10 of the dose in mol/kg body weight (higher means more acutely toxic). (3) The drug is O=[N+]([O-])c1cc([N+](=O)[O-])c(Nc2c(Br)cc(Br)cc2Br)c(C(F)(F)F)c1. The rat oral LD50 is 5.11, given as -log10 of the dose in mol/kg body weight (higher means more acutely toxic). (4) The compound is Nc1nc2cc(I)ccc2o1. The rat oral LD50 is 2.42, given as -log10 of the dose in mol/kg body weight (higher means more acutely toxic). (5) The compound is c1ccc(Cn2cncn2)cc1. The rat oral LD50 is 2.35, given as -log10 of the dose in mol/kg body weight (higher means more acutely toxic). (6) The compound is CSC(C)=NOC(=O)N(C)SN(C)C(=O)Oc1ccc(C(C)(C)c2ccc(OC(=O)N(C)SN(C)C(=O)ON=C(C)SC)cc2)cc1. The rat oral LD50 is 3.16, given as -log10 of the dose in mol/kg body weight (higher means more acutely toxic). (7) The molecule is CC(=O)CCCCCCCC(=O)O. The rat oral LD50 is 1.78, given as -log10 of the dose in mol/kg body weight (higher means more acutely toxic).